From a dataset of Full USPTO retrosynthesis dataset with 1.9M reactions from patents (1976-2016). Predict the reactants needed to synthesize the given product. (1) The reactants are: C(OC([N:8]1[CH2:13][CH:12]=[C:11]([C:14]2[NH:32][C:17]3=[N:18][CH:19]=[CH:20][C:21]([NH:22][C:23]4[CH:24]=[C:25]5[C:29](=[CH:30][CH:31]=4)[NH:28][N:27]=[CH:26]5)=[C:16]3[CH:15]=2)[CH2:10][CH2:9]1)=O)(C)(C)C.[ClH:33]. Given the product [ClH:33].[ClH:33].[ClH:33].[NH:28]1[C:29]2[C:25](=[CH:24][C:23]([NH:22][C:21]3[CH:20]=[CH:19][N:18]=[C:17]4[NH:32][C:14]([C:11]5[CH2:12][CH2:13][NH:8][CH2:9][CH:10]=5)=[CH:15][C:16]=34)=[CH:31][CH:30]=2)[CH:26]=[N:27]1, predict the reactants needed to synthesize it. (2) Given the product [ClH:55].[CH2:8]([O:10][C:11]1[C:16](=[O:17])[NH:15][CH:14]=[C:13]([C:27]2[CH:32]=[CH:31][C:30]([CH2:33][C:34]([NH:36][C:37]3[CH:42]=[C:41]([C:43]([F:45])([F:46])[F:44])[CH:40]=[C:39]([C:47]4[CH:48]=[N:49][N:50]([CH3:52])[CH:51]=4)[CH:38]=3)=[O:35])=[C:29]([F:53])[CH:28]=2)[CH:12]=1)[CH3:9], predict the reactants needed to synthesize it. The reactants are: C(O)(C(F)(F)F)=O.[CH2:8]([O:10][C:11]1[CH:12]=[C:13]([C:27]2[CH:32]=[CH:31][C:30]([CH2:33][C:34]([NH:36][C:37]3[CH:42]=[C:41]([C:43]([F:46])([F:45])[F:44])[CH:40]=[C:39]([C:47]4[CH:48]=[N:49][N:50]([CH3:52])[CH:51]=4)[CH:38]=3)=[O:35])=[C:29]([F:53])[CH:28]=2)[CH:14]=[N:15][C:16]=1[O:17]CC1C=CC(OC)=CC=1)[CH3:9].C(Cl)[Cl:55]. (3) Given the product [CH3:1][O:2][C:3]1[CH:4]=[C:5]2[C:10](=[CH:11][C:12]=1[O:13][CH2:14][CH2:15][O:16][CH3:17])[N:9]=[CH:8][N:7]=[C:6]2[O:18][C:19]1[CH:20]=[C:21]([NH:22][C:32](=[O:31])[NH2:34])[CH:23]=[CH:24][CH:25]=1, predict the reactants needed to synthesize it. The reactants are: [CH3:1][O:2][C:3]1[CH:4]=[C:5]2[C:10](=[CH:11][C:12]=1[O:13][CH2:14][CH2:15][O:16][CH3:17])[N:9]=[CH:8][N:7]=[C:6]2[O:18][C:19]1[CH:20]=[C:21]([CH:23]=[CH:24][CH:25]=1)[NH2:22].C1(C2C=[C:32]([NH:34]C(=O)OC3C=CC=CC=3)[O:31]N=2)CC1.COC1C=C2C(=CC=1OC)N=CN=C2OC1C=C(NC(NC2ON=C(C(C)C)C=2)=O)C=CC=1. (4) Given the product [CH3:4][C:2]([NH:5][CH2:6][CH:7]([OH:16])[C:8]1[CH:9]=[C:10]([OH:15])[CH:11]=[C:12]([OH:14])[CH:13]=1)([CH3:1])[CH3:3], predict the reactants needed to synthesize it. The reactants are: [CH3:1][C:2]([NH2+:5][CH2:6][CH:7]([OH:16])[C:8]1[CH:13]=[C:12]([OH:14])[CH:11]=[C:10]([OH:15])[CH:9]=1)([CH3:4])[CH3:3].[CH3:4][C:2]([NH2+:5][CH2:6][CH:7]([OH:16])[C:8]1[CH:13]=[C:12]([OH:14])[CH:11]=[C:10]([OH:15])[CH:9]=1)([CH3:1])[CH3:3].[O-]S([O-])(=O)=O. (5) Given the product [CH3:1][O:2][C:3]1[CH:8]=[CH:7][C:6]([C:9]2[CH:13]=[C:12]([C:14]3[CH:15]=[CH:16][CH:17]=[CH:18][CH:19]=3)[NH:11][C:10]=2[C:20]([NH:24][CH2:25][C:26]2[CH:40]=[CH:39][C:29]([C:30]([NH:32][C:33]3[N:34]=[CH:35][CH:36]=[CH:37][N:38]=3)=[O:31])=[CH:28][CH:27]=2)=[O:21])=[CH:5][CH:4]=1, predict the reactants needed to synthesize it. The reactants are: [CH3:1][O:2][C:3]1[CH:8]=[CH:7][C:6]([C:9]2[CH:13]=[C:12]([C:14]3[CH:19]=[CH:18][CH:17]=[CH:16][CH:15]=3)[NH:11][C:10]=2[C:20](O)=[O:21])=[CH:5][CH:4]=1.Cl.[NH2:24][CH2:25][C:26]1[CH:40]=[CH:39][C:29]([C:30]([NH:32][C:33]2[N:38]=[CH:37][CH:36]=[CH:35][N:34]=2)=[O:31])=[CH:28][CH:27]=1.